This data is from Reaction yield outcomes from USPTO patents with 853,638 reactions. The task is: Predict the reaction yield, written as a fraction of the theoretical maximum amount of product (1.0 means a 100% yield; for example, 0.34 means a 34% yield). (1) The reactants are Cl[C:2]1[CH:7]=[CH:6][N:5]=[C:4]2[NH:8][C:9]([C:11]([F:14])([F:13])[F:12])=[CH:10][C:3]=12.Cl.[I-:16].[Na+].[OH-].[Na+]. The catalyst is O1CCOCC1. The product is [I:16][C:2]1[CH:7]=[CH:6][N:5]=[C:4]2[NH:8][C:9]([C:11]([F:14])([F:13])[F:12])=[CH:10][C:3]=12. The yield is 0.290. (2) The reactants are Cl.[F:2][C:3]1([F:14])[CH2:7][NH:6][C@H:5]([CH:8]([CH3:13])[CH2:9][C:10]([OH:12])=[O:11])[CH2:4]1.Br[CH2:16][C:17]1[NH:22][C:21]([C:23]2[S:24][CH:25]=[CH:26][N:27]=2)=[N:20][C@@H:19]([C:28]2[CH:33]=[CH:32][C:31]([Cl:34])=[CH:30][C:29]=2[Cl:35])[C:18]=1[C:36]([O:38][CH2:39][CH3:40])=[O:37].C(=O)([O-])[O-].[K+].[K+]. The catalyst is C(O)C. The product is [Cl:35][C:29]1[CH:30]=[C:31]([Cl:34])[CH:32]=[CH:33][C:28]=1[C@@H:19]1[N:20]=[C:21]([C:23]2[S:24][CH:25]=[CH:26][N:27]=2)[NH:22][C:17]([CH2:16][N:6]2[CH2:7][C:3]([F:2])([F:14])[CH2:4][C@H:5]2[CH:8]([CH3:13])[CH2:9][C:10]([OH:12])=[O:11])=[C:18]1[C:36]([O:38][CH2:39][CH3:40])=[O:37]. The yield is 0.250. (3) The yield is 0.580. The product is [Cl:1][C:2]1[C:10]2[N:9]=[C:8]3[N:11]([C:15]4[CH:20]=[CH:19][C:18]([Cl:21])=[CH:17][C:16]=4[Cl:22])[CH2:12][CH2:13][CH2:14][N:7]3[C:6]=2[C:5]([CH:23]([O:27][CH3:30])[CH:24]([CH3:25])[CH3:26])=[CH:4][CH:3]=1. The reactants are [Cl:1][C:2]1[C:10]2[N:9]=[C:8]3[N:11]([C:15]4[CH:20]=[CH:19][C:18]([Cl:21])=[CH:17][C:16]=4[Cl:22])[CH2:12][CH2:13][CH2:14][N:7]3[C:6]=2[C:5]([CH:23]([OH:27])[CH:24]([CH3:26])[CH3:25])=[CH:4][CH:3]=1.[H-].[Na+].[CH3:30]I. The catalyst is CN(C)C=O. (4) The reactants are [H-].[Na+].[Br:3][C:4]1[N:9]=[C:8]2[NH:10][CH:11]=[CH:12][C:7]2=[C:6]([O:13][CH3:14])[CH:5]=1.[CH3:15][Si:16]([CH3:23])([CH3:22])[CH2:17][CH2:18][O:19][CH2:20]Cl. The yield is 1.03. The product is [Br:3][C:4]1[N:9]=[C:8]2[N:10]([CH2:20][O:19][CH2:18][CH2:17][Si:16]([CH3:23])([CH3:22])[CH3:15])[CH:11]=[CH:12][C:7]2=[C:6]([O:13][CH3:14])[CH:5]=1. The catalyst is C1COCC1.CCOC(C)=O. (5) The product is [CH2:1]([O:4][CH2:5][CH2:6][O:7][CH2:8][CH2:9][O:10][CH2:14][C:15]([O:17][CH3:18])=[O:16])[CH:2]=[CH2:3]. The catalyst is C1COCC1. The yield is 0.640. The reactants are [CH2:1]([O:4][CH2:5][CH2:6][O:7][CH2:8][CH2:9][OH:10])[CH:2]=[CH2:3].[H-].[Na+].Br[CH2:14][C:15]([O:17][CH3:18])=[O:16]. (6) The reactants are [NH:1](C(OC(C)(C)C)=O)[C@H:2]([C:4]([N:6]1[CH2:13][CH2:12][CH2:11][C@H:7]1[C:8]([OH:10])=[O:9])=[O:5])[CH3:3].[CH3:21][N:22]1[C@@H:39]2[CH2:40][C:27]3[CH:28]=[CH:29][C:30]([O:41][CH3:42])=[C:31]4[O:32][C@H:33]5[C:34]([CH2:36][CH2:37][C@@H:38]2[C@:25]5([C:26]=34)[CH2:24][CH2:23]1)=[O:35].Cl. The yield is 0.710. The product is [NH2:1][C@H:2]([C:4]([N:6]1[CH2:13][CH2:12][CH2:11][C@H:7]1[C:8]([OH:10])=[O:9])=[O:5])[CH3:3].[CH3:21][N:22]1[C@@H:39]2[CH2:40][C:27]3[CH:28]=[CH:29][C:30]([O:41][CH3:42])=[C:31]4[O:32][C@H:33]5[C:34]([CH2:36][CH2:37][C@@H:38]2[C@:25]5([C:26]=34)[CH2:24][CH2:23]1)=[O:35]. The catalyst is O1CCOCC1. (7) The reactants are [CH3:1][C:2]1[C:6]2[C:7](=[O:19])[N:8]([CH2:11][CH2:12][N:13]3[CH2:18][CH2:17][CH2:16][CH2:15][CH2:14]3)[CH2:9][CH2:10][C:5]=2[NH:4][C:3]=1[CH:20]=O.[N:22]1[CH:27]=[CH:26][C:25]([C:28]2[CH:36]=[CH:35][CH:34]=[C:33]3[C:29]=2[CH2:30][C:31](=[O:37])[NH:32]3)=[CH:24][CH:23]=1. No catalyst specified. The product is [CH3:1][C:2]1[C:6]2[C:7](=[O:19])[N:8]([CH2:11][CH2:12][N:13]3[CH2:14][CH2:15][CH2:16][CH2:17][CH2:18]3)[CH2:9][CH2:10][C:5]=2[NH:4][C:3]=1[CH:20]=[C:30]1[C:29]2[C:33](=[CH:34][CH:35]=[CH:36][C:28]=2[C:25]2[CH:24]=[CH:23][N:22]=[CH:27][CH:26]=2)[NH:32][C:31]1=[O:37]. The yield is 0.731. (8) The yield is 0.910. The product is [CH3:1][C:2]1([CH3:12])[O:6][C:5](=[CH:7][C:8]([N:19]([CH2:18][C:17]2[CH:16]=[CH:15][C:14]([F:13])=[CH:26][CH:25]=2)[O:20][CH2:21][CH:22]([CH3:24])[CH3:23])=[O:9])[C:4](=[O:11])[O:3]1. The reactants are [CH3:1][C:2]1([CH3:12])[O:6][C:5](=[CH:7][C:8](Cl)=[O:9])[C:4](=[O:11])[O:3]1.[F:13][C:14]1[CH:26]=[CH:25][C:17]([CH2:18][NH:19][O:20][CH2:21][CH:22]([CH3:24])[CH3:23])=[CH:16][CH:15]=1. No catalyst specified. (9) The reactants are [Cl:1][C:2]1[CH:9]=[C:8]([N:10]([CH2:16][C:17]2[CH:22]=[CH:21][CH:20]=[CH:19][C:18]=2[Cl:23])[C@H:11]2[CH2:15][CH2:14][NH:13][CH2:12]2)[CH:7]=[CH:6][C:3]=1[C:4]#[N:5].Br[CH2:25][C:26]#[N:27]. No catalyst specified. The product is [Cl:1][C:2]1[CH:9]=[C:8]([N:10]([CH2:16][C:17]2[CH:22]=[CH:21][CH:20]=[CH:19][C:18]=2[Cl:23])[C@H:11]2[CH2:15][CH2:14][N:13]([CH2:25][C:26]#[N:27])[CH2:12]2)[CH:7]=[CH:6][C:3]=1[C:4]#[N:5]. The yield is 0.950. (10) The product is [F:1][C:2]1[CH:3]=[C:4]2[C:8](=[CH:9][CH:10]=1)[N:7]([S:11]([C:14]1[CH:15]=[CH:16][CH:17]=[CH:18][CH:19]=1)(=[O:13])=[O:12])[CH:6]=[C:5]2[C:20]1[CH:29]=[CH:28][C:23]2[N:24]([CH2:37][C:38]([NH2:40])=[O:39])[C:25](=[O:27])[O:26][C:22]=2[CH:21]=1. The yield is 0.810. The reactants are [F:1][C:2]1[CH:3]=[C:4]2[C:8](=[CH:9][CH:10]=1)[N:7]([S:11]([C:14]1[CH:19]=[CH:18][CH:17]=[CH:16][CH:15]=1)(=[O:13])=[O:12])[CH:6]=[C:5]2[C:20]1[CH:29]=[CH:28][C:23]2[NH:24][C:25](=[O:27])[O:26][C:22]=2[CH:21]=1.C([O-])([O-])=O.[K+].[K+].Br[CH2:37][C:38]([NH2:40])=[O:39]. The catalyst is CN1C(=O)CCC1.